From a dataset of Reaction yield outcomes from USPTO patents with 853,638 reactions. Predict the reaction yield, written as a fraction of the theoretical maximum amount of product (1.0 means a 100% yield; for example, 0.34 means a 34% yield). (1) The reactants are [F:1][C:2]1[CH:3]=[C:4]([CH:27]=[CH:28][CH:29]=1)[CH2:5][N:6]1[C:14]2[C:9](=[CH:10][C:11]([NH:15][C:16]3[C:25]4[C:24]([OH:26])=[CH:23][CH:22]=[CH:21][C:20]=4[N:19]=[CH:18][N:17]=3)=[CH:12][CH:13]=2)[CH:8]=[N:7]1.[C:30]([O:35][CH3:36])(=[O:34])[C@H:31]([CH3:33])O. No catalyst specified. The product is [F:1][C:2]1[CH:3]=[C:4]([CH:27]=[CH:28][CH:29]=1)[CH2:5][N:6]1[C:14]2[C:9](=[CH:10][C:11]([NH:15][C:16]3[C:25]4[C:20](=[CH:21][CH:22]=[CH:23][C:24]=4[O:26][C@H:31]([CH3:33])[C:30]([O:35][CH3:36])=[O:34])[N:19]=[CH:18][N:17]=3)=[CH:12][CH:13]=2)[CH:8]=[N:7]1. The yield is 0.690. (2) No catalyst specified. The product is [Cl:1][C:2]1[C:3]([F:10])=[C:4]([NH:5][CH:13]([C:15]2[CH:16]=[C:17]([C:32]([N:34]([CH3:36])[CH3:35])=[O:33])[CH:18]=[C:19]3[C:24]=2[O:23][C:22]([N:25]2[CH2:30][CH2:29][O:28][CH2:27][CH2:26]2)=[CH:21][C:20]3=[O:31])[CH3:14])[C:6]([F:9])=[CH:7][CH:8]=1. The reactants are [Cl:1][C:2]1[C:3]([F:10])=[C:4]([C:6]([F:9])=[CH:7][CH:8]=1)[NH2:5].Br.Br[CH:13]([C:15]1[CH:16]=[C:17]([C:32]([N:34]([CH3:36])[CH3:35])=[O:33])[CH:18]=[C:19]2[C:24]=1[O:23][C:22]([N:25]1[CH2:30][CH2:29][O:28][CH2:27][CH2:26]1)=[CH:21][C:20]2=[O:31])[CH3:14]. The yield is 0.470.